From a dataset of Catalyst prediction with 721,799 reactions and 888 catalyst types from USPTO. Predict which catalyst facilitates the given reaction. (1) Reactant: [CH:1]12[C:7]([CH3:9])([CH3:8])[CH:6]1[CH2:5][CH:4]=[C:3]([CH3:10])[CH2:2]2.C([O-])([O-])=O.[Ca+2].C1C(=O)N([Br:23])C(=O)C1.[OH2:24]. Product: [Br:23][C@@H:4]1[CH2:5][C@@H:6]2[C@@H:1]([C:7]2([CH3:9])[CH3:8])[CH2:2][C@@:3]1([CH3:10])[OH:24]. The catalyst class is: 12. (2) Reactant: [C:1]1([C:3](=[CH:5][CH:6]=[CH:7][CH:8]=1)[OH:4])[OH:2].P(Cl)(Cl)(Cl)=O.[Cl:14][CH2:15][C:16](Cl)=[O:17]. Product: [Cl:14][CH2:15][C:16]([C:6]1[CH:5]=[C:3]([OH:4])[C:1](=[CH:8][CH:7]=1)[OH:2])=[O:17]. The catalyst class is: 6. (3) Reactant: [CH2:1]1[O:9][C:8]2[CH:7]=[CH:6][C:5]([CH2:10][C:11](O)=O)=[CH:4][C:3]=2[O:2]1.B.C1C[O:18]CC1. The catalyst class is: 1. Product: [CH2:1]1[O:9][C:8]2[CH:7]=[CH:6][C:5]([CH:10]([OH:18])[CH3:11])=[CH:4][C:3]=2[O:2]1.